From a dataset of Reaction yield outcomes from USPTO patents with 853,638 reactions. Predict the reaction yield, written as a fraction of the theoretical maximum amount of product (1.0 means a 100% yield; for example, 0.34 means a 34% yield). (1) The reactants are S(Cl)([Cl:3])=O.[NH2:5][C:6]1[CH:11]=[C:10]([Br:12])[CH:9]=[CH:8][C:7]=1[N:13]([CH3:17])[CH2:14][CH2:15]O. The catalyst is C(Cl)Cl.CN(C=O)C. The product is [Br:12][C:10]1[CH:11]=[C:6]([NH2:5])[C:7]([N:13]([CH2:14][CH2:15][Cl:3])[CH3:17])=[CH:8][CH:9]=1. The yield is 0.410. (2) The yield is 0.560. The reactants are O[Li].O.O.C([O:7][C:8]([C:10]1([CH2:14][CH2:15][CH2:16][CH2:17][C:18](=[O:32])[CH2:19][CH2:20][CH2:21][CH2:22][C:23]2([C:27]([O:29]CC)=[O:28])[CH2:26][CH2:25][CH2:24]2)[CH2:13][CH2:12][CH2:11]1)=[O:9])C. The product is [C:27]([C:23]1([CH2:22][CH2:21][CH2:20][CH2:19][C:18](=[O:32])[CH2:17][CH2:16][CH2:15][CH2:14][C:10]2([C:8]([OH:9])=[O:7])[CH2:11][CH2:12][CH2:13]2)[CH2:26][CH2:25][CH2:24]1)([OH:29])=[O:28]. The catalyst is CCO.